Dataset: Full USPTO retrosynthesis dataset with 1.9M reactions from patents (1976-2016). Task: Predict the reactants needed to synthesize the given product. (1) The reactants are: [CH2:1]([C:3]1[CH:8]=[CH:7][C:6]([CH:9]2[CH2:14][N:13]([C:15]([N:17]3[CH2:22][CH2:21][O:20][CH2:19][CH2:18]3)=[O:16])[CH2:12][CH:11]([C:23]([OH:25])=O)[CH2:10]2)=[CH:5][CH:4]=1)[CH3:2].O[N:27]=[C:28]([C:30]1[CH:35]=[CH:34][CH:33]=[CH:32][CH:31]=1)[NH2:29]. Given the product [CH2:1]([C:3]1[CH:8]=[CH:7][C:6]([CH:9]2[CH2:10][CH:11]([C:23]3[O:25][N:29]=[C:28]([C:30]4[CH:35]=[CH:34][CH:33]=[CH:32][CH:31]=4)[N:27]=3)[CH2:12][N:13]([C:15]([N:17]3[CH2:22][CH2:21][O:20][CH2:19][CH2:18]3)=[O:16])[CH2:14]2)=[CH:5][CH:4]=1)[CH3:2], predict the reactants needed to synthesize it. (2) Given the product [CH:1]1([N:7]2[C:12]([OH:13])=[C:11]([C:14]([NH:16][CH2:17][C:18]([OH:20])=[O:19])=[O:15])[C:10](=[O:23])[NH:9][C:8]2=[O:24])[CH2:2][CH2:3][CH2:4][CH2:5][CH2:6]1, predict the reactants needed to synthesize it. The reactants are: [CH:1]1([N:7]2[C:12]([OH:13])=[C:11]([C:14]([NH:16][CH2:17][C:18]([O:20]CC)=[O:19])=[O:15])[C:10](=[O:23])[NH:9][C:8]2=[O:24])[CH2:6][CH2:5][CH2:4][CH2:3][CH2:2]1.[OH-].[Na+].Cl. (3) Given the product [NH:12]1[C:20]2[C:15](=[CH:16][C:17](/[CH:21]=[C:5]3/[C:6](=[O:11])[NH:7][C:8]4[C:4]/3=[CH:3][C:2]([Br:1])=[CH:10][CH:9]=4)=[CH:18][CH:19]=2)[CH:14]=[N:13]1, predict the reactants needed to synthesize it. The reactants are: [Br:1][C:2]1[CH:3]=[C:4]2[C:8](=[CH:9][CH:10]=1)[NH:7][C:6](=[O:11])[CH2:5]2.[NH:12]1[C:20]2[C:15](=[CH:16][C:17]([CH:21]=O)=[CH:18][CH:19]=2)[CH:14]=[N:13]1. (4) Given the product [C:36]([C@H:34]1[CH2:35][N:31]([C:21]2[N:20]=[CH:19][C:16]3[C:17]4[N:11]([CH:10]=[C:9]([C:8]5[N:4]([CH:1]([CH3:2])[CH3:3])[N:5]=[CH:6][N:7]=5)[N:18]=4)[CH2:12][CH2:13][O:14][C:15]=3[CH:22]=2)[C@H:32]([C:38]([NH2:39])=[O:40])[CH2:33]1)#[N:37], predict the reactants needed to synthesize it. The reactants are: [CH:1]([N:4]1[C:8]([C:9]2[N:18]=[C:17]3[N:11]([CH2:12][CH2:13][O:14][C:15]4[CH:22]=[C:21](O)[N:20]=[CH:19][C:16]=43)[CH:10]=2)=[N:7][CH:6]=[N:5]1)([CH3:3])[CH3:2].C(OC([N:31]1[CH2:35][C@H:34]([C:36]#[N:37])[CH2:33][C@H:32]1[C:38](=[O:40])[NH2:39])=O)(C)(C)C.CO. (5) Given the product [CH:34]1([NH:33][C:25]2[C:26]([CH3:32])=[N:27][C:28]3[C:23]([N:24]=2)=[C:22]([C:14]2[NH:13][C:12]4[C:9]5([CH2:11][CH2:10]5)[NH:8][C:6](=[O:7])[C:16]=4[CH:15]=2)[CH:31]=[CH:30][CH:29]=3)[CH2:36][CH2:35]1, predict the reactants needed to synthesize it. The reactants are: C(O[C:6]([NH:8][C:9]1([C:12]2[NH:13][C:14]([C:22]3[CH:31]=[CH:30][CH:29]=[C:28]4[C:23]=3[N:24]=[C:25]([NH:33][CH:34]3[CH2:36][CH2:35]3)[C:26]([CH3:32])=[N:27]4)=[CH:15][C:16]=2C(OCC)=O)[CH2:11][CH2:10]1)=[O:7])(C)(C)C.O[Li].O.Cl.Cl.CN(C)CCCN=C=NCC.ON1C2C=CC=CC=2N=N1.CCN(C(C)C)C(C)C. (6) The reactants are: C(OC([N:8]1[CH2:12][C@H:11]([O:13][CH3:14])[CH2:10][C@@H:9]1[C:15](=[O:30])[NH:16][C:17]1[CH:22]=[CH:21][C:20]([N:23]2[CH:27]=[CH:26][C:25]([CH3:28])=[N:24]2)=[CH:19][C:18]=1[F:29])=O)(C)(C)C. Given the product [F:29][C:18]1[CH:19]=[C:20]([N:23]2[CH:27]=[CH:26][C:25]([CH3:28])=[N:24]2)[CH:21]=[CH:22][C:17]=1[NH:16][C:15]([C@H:9]1[CH2:10][C@@H:11]([O:13][CH3:14])[CH2:12][NH:8]1)=[O:30], predict the reactants needed to synthesize it. (7) The reactants are: C(C1C=CC=CC=1N[C@@H](CC1C=CC(C2C=CC=C(N(C)C(NCCCCCCC)=O)C=2)=CC=1)C(O)=O)(=O)C1C=CC=CC=1.[C:45]([CH2:53][NH:54][CH2:55][C:56]1[CH:57]=[C:58]([C:62]2[CH:67]=[CH:66][C:65]([CH2:68][C@H:69]([NH:75][C:76]3[CH:86]=[CH:85][CH:84]=[CH:83][C:77]=3[C:78]([O:80]CC)=[O:79])[C:70]([O:72]CC)=[O:71])=[CH:64][CH:63]=2)[CH:59]=[CH:60][CH:61]=1)(=[O:52])[C:46]1[CH:51]=[CH:50][CH:49]=[CH:48][CH:47]=1.[OH-].[Li+].C(N(CC1C=C(C2C=CC(C[C@H](NC3C=CC=CC=3C(O)=O)C(O)=O)=CC=2)C=CC=1)C)(=O)C1C=CC=CC=1. Given the product [C:45]([CH2:53][NH:54][CH2:55][C:56]1[CH:57]=[C:58]([C:62]2[CH:67]=[CH:66][C:65]([CH2:68][C@H:69]([NH:75][C:76]3[CH:86]=[CH:85][CH:84]=[CH:83][C:77]=3[C:78]([OH:80])=[O:79])[C:70]([OH:72])=[O:71])=[CH:64][CH:63]=2)[CH:59]=[CH:60][CH:61]=1)(=[O:52])[C:46]1[CH:51]=[CH:50][CH:49]=[CH:48][CH:47]=1, predict the reactants needed to synthesize it. (8) Given the product [CH3:2][O:3][CH:4]=[C:39]1[CH2:40][C@H:35]([CH3:34])[O:36][C@H:37]([CH3:42])[CH2:38]1, predict the reactants needed to synthesize it. The reactants are: [Cl-].[CH3:2][O:3][CH2:4]P(C1C=CC=CC=1)(C1C=CC=CC=1)C1C=CC=CC=1.C[Si]([N-][Si](C)(C)C)(C)C.[Na+].[CH3:34][C@@H:35]1[CH2:40][C:39](=O)[CH2:38][C@H:37]([CH3:42])[O:36]1. (9) Given the product [Br-:1].[CH3:26][C:21]1[CH:20]=[C:19]([S+:17]([C:12]2[CH:11]=[C:10]([CH3:9])[CH:15]=[C:14]([CH3:16])[CH:13]=2)[C:2]2[CH:7]=[CH:6][C:5]([F:8])=[CH:4][CH:3]=2)[CH:24]=[C:23]([CH3:25])[CH:22]=1, predict the reactants needed to synthesize it. The reactants are: [Br:1][C:2]1[CH:7]=[CH:6][C:5]([F:8])=[CH:4][CH:3]=1.[CH3:9][C:10]1[CH:11]=[C:12]([S:17]([C:19]2[CH:24]=[C:23]([CH3:25])[CH:22]=[C:21]([CH3:26])[CH:20]=2)=O)[CH:13]=[C:14]([CH3:16])[CH:15]=1.C[Si](Cl)(C)C.Cl. (10) Given the product [CH2:1]([O:3][C:4](=[O:32])[C:5]1[CH:6]=[CH:7][C:8](/[CH:11]=[CH:12]/[C:13]2[C:22]([CH2:23][Br:33])=[CH:21][C:20]3[C:19]([CH3:25])([CH3:24])[CH:18]([O:26][C:27](=[O:29])[CH3:28])[CH2:17][C:16]([CH3:31])([CH3:30])[C:15]=3[CH:14]=2)=[CH:9][CH:10]=1)[CH3:2], predict the reactants needed to synthesize it. The reactants are: [CH2:1]([O:3][C:4](=[O:32])[C:5]1[CH:10]=[CH:9][C:8](/[CH:11]=[CH:12]/[C:13]2[C:22]([CH3:23])=[CH:21][C:20]3[C:19]([CH3:25])([CH3:24])[CH:18]([O:26][C:27](=[O:29])[CH3:28])[CH2:17][C:16]([CH3:31])([CH3:30])[C:15]=3[CH:14]=2)=[CH:7][CH:6]=1)[CH3:2].[Br:33]N1C(=O)CCC1=O.